This data is from Experimentally validated miRNA-target interactions with 360,000+ pairs, plus equal number of negative samples. The task is: Binary Classification. Given a miRNA mature sequence and a target amino acid sequence, predict their likelihood of interaction. The miRNA is mmu-miR-378a-3p with sequence ACUGGACUUGGAGUCAGAAGG. The protein sequence of the target gene is MEPQKLLIIGFLLCSLTCLLLETVASSPLPLSALGIQEKTGSKPRSGGNHRSWLNNFRDYLWQLIKSALPPAAIVAFLLTSALMGILCCFTILVVDPVH. Result: 0 (no interaction).